From a dataset of Full USPTO retrosynthesis dataset with 1.9M reactions from patents (1976-2016). Predict the reactants needed to synthesize the given product. (1) Given the product [C:1]([O:5][C:6](=[O:33])[NH:7][C:8]([CH3:32])([CH3:31])[CH2:9][N:10]([CH:11]([C:14]1[N:19]([CH2:20][C:21]2[CH:26]=[CH:25][CH:24]=[CH:23][CH:22]=2)[C:18](=[O:27])[C:17]2=[CH:28][CH:29]=[CH:30][N:16]2[N:15]=1)[CH2:12][CH3:13])[C:39](=[O:40])[C:38]1[CH:42]=[CH:43][C:35]([Cl:34])=[CH:36][CH:37]=1)([CH3:2])([CH3:3])[CH3:4], predict the reactants needed to synthesize it. The reactants are: [C:1]([O:5][C:6](=[O:33])[NH:7][C:8]([CH3:32])([CH3:31])[CH2:9][NH:10][CH:11]([C:14]1[N:19]([CH2:20][C:21]2[CH:26]=[CH:25][CH:24]=[CH:23][CH:22]=2)[C:18](=[O:27])[C:17]2=[CH:28][CH:29]=[CH:30][N:16]2[N:15]=1)[CH2:12][CH3:13])([CH3:4])([CH3:3])[CH3:2].[Cl:34][C:35]1[CH:43]=[CH:42][C:38]([C:39](Cl)=[O:40])=[CH:37][CH:36]=1.CCN(CC)CC. (2) Given the product [Cl:12][C:13]1[C:21]([S:22]([CH3:1])(=[O:24])=[O:23])=[CH:20][C:16]([C:17]([OH:19])=[O:18])=[C:15]([O:26][CH2:27][CH3:28])[CH:14]=1, predict the reactants needed to synthesize it. The reactants are: [C:1](=O)(O)[O-].[Na+].S([O-])([O-])=O.[Na+].[Na+].[Cl:12][C:13]1[C:21]([S:22](Cl)(=[O:24])=[O:23])=[CH:20][C:16]([C:17]([OH:19])=[O:18])=[C:15]([O:26][CH2:27][CH3:28])[CH:14]=1.ClCC(O)=O.[OH-].[Na+].Cl. (3) The reactants are: [NH2:1][C:2]1[CH:19]=[CH:18][C:5]([O:6][CH:7]2[CH2:10][N:9](C(OC(C)(C)C)=O)[CH2:8]2)=[CH:4][C:3]=1[O:20][CH3:21].Cl[C:23]1[N:28]=[C:27]([C:29]2[N:33]3[CH:34]=[CH:35][CH:36]=[CH:37][C:32]3=[N:31][CH:30]=2)[C:26]([Cl:38])=[CH:25][N:24]=1.CC1(C)C2C=CC=C(P(C3C=CC=CC=3)C3C=CC=CC=3)C=2OC2C1=CC=CC=2P(C1C=CC=CC=1)C1C=CC=CC=1.N12CCCN=C1CCCCC2. Given the product [NH:9]1[CH2:8][CH:7]([O:6][C:5]2[CH:18]=[CH:19][C:2]([NH:1][C:23]3[N:28]=[C:27]([C:29]4[N:33]5[CH:34]=[CH:35][CH:36]=[CH:37][C:32]5=[N:31][CH:30]=4)[C:26]([Cl:38])=[CH:25][N:24]=3)=[C:3]([O:20][CH3:21])[CH:4]=2)[CH2:10]1, predict the reactants needed to synthesize it. (4) Given the product [Cl:43][C:13]1[CH:14]=[C:15]([CH:18]=[CH:19][C:12]=1[CH:10]1[C:9]2[C:8](=[O:21])[CH2:7][CH2:6][CH2:5][C:4]=2[N:3]([C:22]2[CH:27]=[CH:26][CH:25]=[C:24]([C:28]([F:31])([F:30])[F:29])[CH:23]=2)[C:2](=[O:1])[NH:11]1)[C:16]#[N:17], predict the reactants needed to synthesize it. The reactants are: [O:1]=[C:2]1[NH:11][CH:10]([C:12]2[CH:19]=[CH:18][C:15]([C:16]#[N:17])=[CH:14][C:13]=2C)[C:9]2[C:8](=[O:21])[CH2:7][CH2:6][CH2:5][C:4]=2[N:3]1[C:22]1[CH:27]=[CH:26][CH:25]=[C:24]([C:28]([F:31])([F:30])[F:29])[CH:23]=1.Cl.NC(C1C(=O)CCCC=1NC1C=CC=C(C(F)(F)F)C=1)C1C=CC(C#N)=CC=1[Cl:43]. (5) Given the product [NH4+:11].[NH4+:22].[C:8]([O-:10])(=[O:9])[CH:6]([CH:4]([C:1]([O-:3])=[O:2])[OH:5])[OH:7], predict the reactants needed to synthesize it. The reactants are: [C:1]([C@@H:4]([C@H:6]([C:8]([OH:10])=[O:9])[OH:7])[OH:5])([OH:3])=[O:2].[NH2:11][C@@H]1C[C@H](C(OC)=O)C=C1.[Cl-].[NH4+:22].N.CO. (6) Given the product [F:27][C:8]1[CH:9]=[C:10]([N:13]2[CH2:18][C@@H:17]3[CH2:19][C@H:14]2[CH2:15][N:16]3[C:20]([O:22][C:23]([CH3:24])([CH3:25])[CH3:26])=[O:21])[CH:11]=[CH:12][C:7]=1[C:5]1[N:41]2[N:40]=[C:39]([C:44]3[CH:49]=[CH:48][N:47]=[CH:46][CH:45]=3)[C:38]([C:33]3[CH:34]=[CH:35][CH:36]=[C:37]4[C:32]=3[CH:31]=[N:30][NH:29]4)=[C:42]2[N:43]=[CH:3][CH:4]=1, predict the reactants needed to synthesize it. The reactants are: CN(C)/[CH:3]=[CH:4]/[C:5]([C:7]1[CH:12]=[CH:11][C:10]([N:13]2[CH2:18][C@@H:17]3[CH2:19][C@H:14]2[CH2:15][N:16]3[C:20]([O:22][C:23]([CH3:26])([CH3:25])[CH3:24])=[O:21])=[CH:9][C:8]=1[F:27])=O.[NH:29]1[C:37]2[C:32](=[C:33]([C:38]3[C:39]([C:44]4[CH:49]=[CH:48][N:47]=[CH:46][CH:45]=4)=[N:40][NH:41][C:42]=3[NH2:43])[CH:34]=[CH:35][CH:36]=2)[CH:31]=[N:30]1.FC(F)(F)C(O)=O.